Dataset: Forward reaction prediction with 1.9M reactions from USPTO patents (1976-2016). Task: Predict the product of the given reaction. (1) The product is: [Cl:14][C:13]1[C:8]2[CH2:7][CH2:6][C:5]3[CH:15]=[CH:16][CH:17]=[CH:18][C:4]=3[C:3](=[CH:2][C:27]3[CH:28]=[CH:29][C:24]([NH:23][S:20]([CH3:19])(=[O:22])=[O:21])=[CH:25][CH:26]=3)[C:9]=2[CH:10]=[CH:11][CH:12]=1. Given the reactants Br[CH:2]=[C:3]1[C:9]2[CH:10]=[CH:11][CH:12]=[C:13]([Cl:14])[C:8]=2[CH2:7][CH2:6][C:5]2[CH:15]=[CH:16][CH:17]=[CH:18][C:4]1=2.[CH3:19][S:20]([NH:23][C:24]1[CH:29]=[CH:28][C:27](B(O)O)=[CH:26][CH:25]=1)(=[O:22])=[O:21], predict the reaction product. (2) Given the reactants [Cl:1][C:2]1[C:7]([Cl:8])=[CH:6][CH:5]=[CH:4][C:3]=1[C:9]#[CH:10].[Br:11][C:12]1[CH:19]=[CH:18][C:15]([CH2:16][SH:17])=[CH:14][CH:13]=1.[Na], predict the reaction product. The product is: [Cl:1][C:2]1[C:7]([Cl:8])=[CH:6][CH:5]=[CH:4][C:3]=1/[CH:9]=[CH:10]\[CH:16]([S:17][CH:16](/[CH:10]=[CH:9]\[C:3]1[CH:4]=[CH:5][CH:6]=[C:7]([Cl:8])[C:2]=1[Cl:1])[C:15]1[CH:18]=[CH:19][C:12]([Br:11])=[CH:13][CH:14]=1)[C:15]1[CH:18]=[CH:19][C:12]([Br:11])=[CH:13][CH:14]=1. (3) Given the reactants [CH3:1][O:2][C@H:3]([C@@H:8]([CH3:27])[C@@H:9]([O:25][CH3:26])/[CH:10]=[CH:11]/[Sn:12]([CH2:21][CH2:22][CH2:23][CH3:24])([CH2:17][CH2:18][CH2:19][CH3:20])[CH2:13][CH2:14][CH2:15][CH3:16])[C@@H:4]([CH3:7])[CH:5]=[O:6].CC(=CC)C.Cl([O-])=[O:34].[Na+].P([O-])(O)(O)=O.[Na+], predict the reaction product. The product is: [CH3:1][O:2][C@H:3]([C@@H:8]([CH3:27])[C@@H:9]([O:25][CH3:26])/[CH:10]=[CH:11]/[Sn:12]([CH2:21][CH2:22][CH2:23][CH3:24])([CH2:17][CH2:18][CH2:19][CH3:20])[CH2:13][CH2:14][CH2:15][CH3:16])[C@@H:4]([CH3:7])[C:5]([OH:34])=[O:6].